This data is from Forward reaction prediction with 1.9M reactions from USPTO patents (1976-2016). The task is: Predict the product of the given reaction. (1) Given the reactants [CH3:1][O:2][C:3]1[CH:4]=[N:5][C:6]([CH2:9]O)=[N:7][CH:8]=1.S(Cl)([Cl:13])=O, predict the reaction product. The product is: [Cl:13][CH2:9][C:6]1[N:5]=[CH:4][C:3]([O:2][CH3:1])=[CH:8][N:7]=1. (2) Given the reactants [H-].[Na+].[CH3:3][N:4]1[CH2:9][CH2:8][N:7]([CH3:10])[CH2:6][C@@H:5]1[CH2:11][OH:12].[C:13]1([N:19]2[CH2:24][CH2:23][N:22]([C:25](OC3C=CC([N+]([O-])=O)=CC=3)=[O:26])[CH2:21][CH2:20]2)[CH:18]=[CH:17][CH:16]=[CH:15][CH:14]=1, predict the reaction product. The product is: [C:13]1([N:19]2[CH2:20][CH2:21][N:22]([C:25]([O:12][CH2:11][C@H:5]3[CH2:6][N:7]([CH3:10])[CH2:8][CH2:9][N:4]3[CH3:3])=[O:26])[CH2:23][CH2:24]2)[CH:14]=[CH:15][CH:16]=[CH:17][CH:18]=1. (3) Given the reactants [O:1]=[C:2]1[C:7]([C:8]([OH:10])=O)=[CH:6][CH:5]=[N:4][N:3]1[C:11]1[CH:16]=[CH:15][CH:14]=[CH:13][N:12]=1.C1C=CC2N(O)N=NC=2C=1.CCN=C=NCCCN(C)C.CN1CCOCC1.[F:45][C:46]1[CH:47]=[C:48]([CH:50]=[CH:51][C:52]=1[O:53][C:54]1[CH:59]=[CH:58][N:57]=[C:56]2[N:60]([CH2:70][C:71]3[CH:76]=[CH:75][C:74]([O:77][CH3:78])=[CH:73][CH:72]=3)[N:61]=[C:62]([N:63]3[CH2:68][CH2:67][N:66]([CH3:69])[CH2:65][CH2:64]3)[C:55]=12)[NH2:49], predict the reaction product. The product is: [CH3:78][O:77][C:74]1[CH:73]=[CH:72][C:71]([CH2:70][N:60]2[C:56]3=[N:57][CH:58]=[CH:59][C:54]([O:53][C:52]4[CH:51]=[CH:50][C:48]([NH:49][C:8]([C:7]5[C:2](=[O:1])[N:3]([C:11]6[CH:16]=[CH:15][CH:14]=[CH:13][N:12]=6)[N:4]=[CH:5][CH:6]=5)=[O:10])=[CH:47][C:46]=4[F:45])=[C:55]3[C:62]([N:63]3[CH2:68][CH2:67][N:66]([CH3:69])[CH2:65][CH2:64]3)=[N:61]2)=[CH:76][CH:75]=1. (4) The product is: [NH2:13][C:10]1[S:11][C:12]2[C:4]([CH:1]([CH3:2])[CH3:3])=[C:5]([SH:15])[CH:6]=[C:7]([CH3:14])[C:8]=2[N:9]=1. Given the reactants [CH:1]([C:4]1[C:12]2[S:11][C:10]([NH2:13])=[N:9][C:8]=2[C:7]([CH3:14])=[CH:6][C:5]=1[S:15]C#N)([CH3:3])[CH3:2].SC[C@H]([C@@H](CS)O)O.P([O-])([O-])([O-])=O, predict the reaction product. (5) Given the reactants C(#N)C.F[C:5]1[C:14]([O:15][CH3:16])=[C:13]2[C:8]([C:9](=[O:24])[C:10]([C:21]([OH:23])=[O:22])=[CH:11][N:12]2[C@@H:17]2[CH2:19][C@@H:18]2[F:20])=[CH:7][CH:6]=1.Cl.C(N(CC)CC)C.C(O)(=O)C(O)=O.[NH:39]1[CH2:43][CH2:42][C@@H:41]([C:44]2([NH:47][C:48](=[O:54])[O:49][C:50]([CH3:53])([CH3:52])[CH3:51])[CH2:46][CH2:45]2)[CH2:40]1, predict the reaction product. The product is: [C:50]([O:49][C:48]([NH:47][C:44]1([C@@H:41]2[CH2:42][CH2:43][N:39]([C:5]3[C:14]([O:15][CH3:16])=[C:13]4[C:8]([C:9](=[O:24])[C:10]([C:21]([OH:23])=[O:22])=[CH:11][N:12]4[C@@H:17]4[CH2:19][C@@H:18]4[F:20])=[CH:7][CH:6]=3)[CH2:40]2)[CH2:45][CH2:46]1)=[O:54])([CH3:53])([CH3:51])[CH3:52]. (6) Given the reactants [Cl:1][C:2]1[CH:3]=[CH:4][C:5]2[O:9][C:8]([S:10][C:11]3[N:12]=[N:13][C:14]([O:17]C)=[CH:15][CH:16]=3)=[C:7]([CH3:19])[C:6]=2[CH:20]=1.Cl, predict the reaction product. The product is: [Cl:1][C:2]1[CH:3]=[CH:4][C:5]2[O:9][C:8]([S:10][C:11]3[CH:16]=[CH:15][C:14](=[O:17])[NH:13][N:12]=3)=[C:7]([CH3:19])[C:6]=2[CH:20]=1.